From a dataset of Full USPTO retrosynthesis dataset with 1.9M reactions from patents (1976-2016). Predict the reactants needed to synthesize the given product. (1) Given the product [C:44]([O:43][C:41](=[O:42])[CH2:40][N:22]1[C:23]2[C:19](=[CH:18][C:17]([F:16])=[CH:25][CH:24]=2)[C:20]([C:27]2[C:32]3[CH:33]=[CH:34][CH:35]=[CH:36][C:31]=3[S:30](=[O:37])(=[O:38])[N:29]([CH2:6][C:5]3[CH:8]=[CH:9][C:2]([F:1])=[CH:3][CH:4]=3)[N:28]=2)=[C:21]1[CH3:26])([CH3:47])([CH3:46])[CH3:45], predict the reactants needed to synthesize it. The reactants are: [F:1][C:2]1[CH:9]=[CH:8][C:5]([CH2:6]Br)=[CH:4][CH:3]=1.C([O-])([O-])=O.[K+].[K+].[F:16][C:17]1[CH:18]=[C:19]2[C:23](=[CH:24][CH:25]=1)[NH:22][C:21]([CH3:26])=[C:20]2[C:27]1[C:32]2[CH:33]=[CH:34][CH:35]=[CH:36][C:31]=2[S:30](=[O:38])(=[O:37])[NH:29][N:28]=1.Br[CH2:40][C:41]([O:43][C:44]([CH3:47])([CH3:46])[CH3:45])=[O:42]. (2) Given the product [Cl:1][C:2]1[CH:7]=[CH:6][C:5]([CH2:8][CH:9]([C:13]2[CH:18]=[CH:17][CH:16]=[C:15]([Br:19])[CH:14]=2)[CH:10]([OH:12])[CH3:11])=[CH:4][CH:3]=1, predict the reactants needed to synthesize it. The reactants are: [Cl:1][C:2]1[CH:7]=[CH:6][C:5]([CH2:8][CH:9]([C:13]2[CH:18]=[CH:17][CH:16]=[C:15]([Br:19])[CH:14]=2)[C:10](=[O:12])[CH3:11])=[CH:4][CH:3]=1.CCC(C)[BH-](C(C)CC)C(C)CC.[Li+].[OH-].[Na+].OO. (3) Given the product [CH3:19][O:20][C:21]1[C:22]([CH3:51])=[C:23]([C:42]([O:49][CH3:50])=[C:43]([O:47][CH3:48])[C:44]=1[O:45][CH3:46])[CH2:24][C:25]1[CH:26]=[CH:27][C:28]([O:34][CH2:35][C:36]2[CH:41]=[CH:40][CH:39]=[CH:38][CH:37]=2)=[C:29]([CH:33]=1)[C:30]([N:1]1[CH2:6][CH2:5][CH2:4][CH2:3][CH2:2]1)=[O:31], predict the reactants needed to synthesize it. The reactants are: [NH:1]1[CH2:6][CH2:5][CH2:4][CH2:3][CH2:2]1.Cl.C(N=C=NCCCN(C)C)C.[CH3:19][O:20][C:21]1[C:22]([CH3:51])=[C:23]([C:42]([O:49][CH3:50])=[C:43]([O:47][CH3:48])[C:44]=1[O:45][CH3:46])[CH2:24][C:25]1[CH:26]=[CH:27][C:28]([O:34][CH2:35][C:36]2[CH:41]=[CH:40][CH:39]=[CH:38][CH:37]=2)=[C:29]([CH:33]=1)[C:30](O)=[O:31]. (4) Given the product [CH2:1]([O:3][C:4]1[CH:12]=[CH:11][CH:10]=[C:9]2[C:5]=1[C:6]([C:17]([N:37]1[CH2:38][CH2:39][CH:34]([C:29]3[CH:28]=[C:27]([CH:32]=[CH:31][C:30]=3[F:33])[CH2:26][NH:25][C:23](=[O:24])[C:22]([F:41])([F:40])[F:21])[CH2:35][CH2:36]1)=[O:19])=[CH:7][N:8]2[CH2:13][CH2:14][O:15][CH3:16])[CH3:2], predict the reactants needed to synthesize it. The reactants are: [CH2:1]([O:3][C:4]1[CH:12]=[CH:11][CH:10]=[C:9]2[C:5]=1[C:6]([C:17]([OH:19])=O)=[CH:7][N:8]2[CH2:13][CH2:14][O:15][CH3:16])[CH3:2].Cl.[F:21][C:22]([F:41])([F:40])[C:23]([NH:25][CH2:26][C:27]1[CH:32]=[CH:31][C:30]([F:33])=[C:29]([CH:34]2[CH2:39][CH2:38][NH:37][CH2:36][CH2:35]2)[CH:28]=1)=[O:24]. (5) Given the product [CH2:1]([O:5][CH2:6][C@@H:7]([NH:12][C:13]([C@H:15]1[O:17][C@@H:16]1[C:18]([O-:20])=[O:19])=[O:14])[CH2:8][CH:9]([CH3:11])[CH3:10])[CH:2]([CH3:3])[CH3:4].[K+:25], predict the reactants needed to synthesize it. The reactants are: [CH2:1]([O:5][CH2:6][C@@H:7]([NH:12][C:13]([C@H:15]1[O:17][C@@H:16]1[C:18]([OH:20])=[O:19])=[O:14])[CH2:8][CH:9]([CH3:11])[CH3:10])[CH:2]([CH3:4])[CH3:3].C(=O)([O-])[O-].[K+:25].[K+]. (6) The reactants are: [Br:1][C:2]1[CH:7]=[CH:6][C:5](I)=[C:4]([Cl:9])[CH:3]=1.C([Mg]Cl)(C)C.[CH:15]1([C:18](Cl)=[O:19])[CH2:17][CH2:16]1.[Al+3].[Cl-].[Cl-].[Cl-].[Li+].[Cl-].[NH4+].[Cl-]. Given the product [Br:1][C:2]1[CH:7]=[CH:6][C:5]([C:18]([CH:15]2[CH2:17][CH2:16]2)=[O:19])=[C:4]([Cl:9])[CH:3]=1, predict the reactants needed to synthesize it. (7) Given the product [F:37][C:16]1[CH:17]=[C:18]([NH:21][C:22]([C:24]2([C:27](=[O:36])[NH:28][C:29]3[CH:30]=[CH:31][C:32]([F:35])=[CH:33][CH:34]=3)[CH2:25][CH2:26]2)=[O:23])[CH:19]=[CH:20][C:15]=1[O:14][C:13]1[C:8]2[CH:7]=[C:6]([C:4]([OH:5])=[O:3])[N:38]([CH2:39][O:40][CH2:41][CH2:42][Si:43]([CH3:46])([CH3:45])[CH3:44])[C:9]=2[N:10]=[CH:11][N:12]=1, predict the reactants needed to synthesize it. The reactants are: C([O:3][C:4]([C:6]1[N:38]([CH2:39][O:40][CH2:41][CH2:42][Si:43]([CH3:46])([CH3:45])[CH3:44])[C:9]2[N:10]=[CH:11][N:12]=[C:13]([O:14][C:15]3[CH:20]=[CH:19][C:18]([NH:21][C:22]([C:24]4([C:27](=[O:36])[NH:28][C:29]5[CH:34]=[CH:33][C:32]([F:35])=[CH:31][CH:30]=5)[CH2:26][CH2:25]4)=[O:23])=[CH:17][C:16]=3[F:37])[C:8]=2[CH:7]=1)=[O:5])C.[F-].C([N+](CCCC)(CCCC)CCCC)CCC. (8) Given the product [C:36]([O:26][C@@H:25]1[C:10]2[C:11](=[N:12][C:13]([C:14]3[CH:19]=[CH:18][C:17]([Cl:20])=[CH:16][C:15]=3[Cl:21])=[C:8]([C:5]3[CH:4]=[CH:3][C:2]([Cl:1])=[CH:7][CH:6]=3)[CH:9]=2)[O:22][C:23]([CH3:28])([CH3:27])[CH2:24]1)(=[O:43])[C:37]1[CH:42]=[CH:41][CH:40]=[CH:39][CH:38]=1, predict the reactants needed to synthesize it. The reactants are: [Cl:1][C:2]1[CH:7]=[CH:6][C:5]([C:8]2[CH:9]=[C:10]3[C@@H:25]([OH:26])[CH2:24][C:23]([CH3:28])([CH3:27])[O:22][C:11]3=[N:12][C:13]=2[C:14]2[CH:19]=[CH:18][C:17]([Cl:20])=[CH:16][C:15]=2[Cl:21])=[CH:4][CH:3]=1.CCN(CC)CC.[C:36](Cl)(=[O:43])[C:37]1[CH:42]=[CH:41][CH:40]=[CH:39][CH:38]=1. (9) Given the product [NH2:17][C:14]1[CH:15]=[CH:16][C:7]([O:6][C:5]2[CH:20]=[CH:21][C:2]([F:1])=[C:3]([NH:22][C:23](=[O:35])[CH2:24][C:25]3[CH:30]=[CH:29][CH:28]=[C:27]([C:31]([F:34])([F:32])[F:33])[CH:26]=3)[CH:4]=2)=[C:8]([CH:13]=1)[C:9]([O:11][CH3:12])=[O:10], predict the reactants needed to synthesize it. The reactants are: [F:1][C:2]1[CH:21]=[CH:20][C:5]([O:6][C:7]2[CH:16]=[CH:15][C:14]([N+:17]([O-])=O)=[CH:13][C:8]=2[C:9]([O:11][CH3:12])=[O:10])=[CH:4][C:3]=1[NH:22][C:23](=[O:35])[CH2:24][C:25]1[CH:30]=[CH:29][CH:28]=[C:27]([C:31]([F:34])([F:33])[F:32])[CH:26]=1.O1CCCC1. (10) Given the product [Cl:1][C:2]1[CH:3]=[C:4]([CH2:19][N:20]2[C:24]([CH3:25])=[CH:23][C:22]([C:26]([Cl:31])=[O:27])=[N:21]2)[C:5]2[O:9][C:8]([C:10]3[CH:15]=[CH:14][C:13]([Cl:16])=[CH:12][C:11]=3[Cl:17])=[CH:7][C:6]=2[CH:18]=1, predict the reactants needed to synthesize it. The reactants are: [Cl:1][C:2]1[CH:3]=[C:4]([CH2:19][N:20]2[C:24]([CH3:25])=[CH:23][C:22]([C:26](O)=[O:27])=[N:21]2)[C:5]2[O:9][C:8]([C:10]3[CH:15]=[CH:14][C:13]([Cl:16])=[CH:12][C:11]=3[Cl:17])=[CH:7][C:6]=2[CH:18]=1.O=S(Cl)[Cl:31].